The task is: Predict the reaction yield, written as a fraction of the theoretical maximum amount of product (1.0 means a 100% yield; for example, 0.34 means a 34% yield).. This data is from Reaction yield outcomes from USPTO patents with 853,638 reactions. The product is [F:33][CH:2]([F:1])[O:3][C:4]1[CH:5]=[C:6]([N:20]2[C:24]3=[N:25][CH:26]=[CH:27][CH:28]=[C:23]3[C:22]([C:29]([NH2:34])=[O:31])=[N:21]2)[CH:7]=[C:8]([C:10]#[C:11][C@:12]2([OH:19])[CH2:16][CH2:15][N:14]([CH3:17])[C:13]2=[O:18])[CH:9]=1. The yield is 0.110. The reactants are [F:1][CH:2]([F:33])[O:3][C:4]1[CH:5]=[C:6]([N:20]2[C:24]3=[N:25][CH:26]=[CH:27][CH:28]=[C:23]3[C:22]([C:29]([O:31]C)=O)=[N:21]2)[CH:7]=[C:8]([C:10]#[C:11][C@:12]2([OH:19])[CH2:16][CH2:15][N:14]([CH3:17])[C:13]2=[O:18])[CH:9]=1.[NH3:34]. The catalyst is CO.